Dataset: Forward reaction prediction with 1.9M reactions from USPTO patents (1976-2016). Task: Predict the product of the given reaction. Given the reactants [Br:1][C:2]1[CH:3]=[C:4]([CH3:10])[C:5]([F:9])=[C:6]([CH3:8])[CH:7]=1.[Br:11]N1C(=O)CCC1=O, predict the reaction product. The product is: [Br:1][C:2]1[CH:7]=[C:6]([CH3:8])[C:5]([F:9])=[C:4]([CH2:10][Br:11])[CH:3]=1.